The task is: Predict which catalyst facilitates the given reaction.. This data is from Catalyst prediction with 721,799 reactions and 888 catalyst types from USPTO. (1) The catalyst class is: 24. Product: [C:1]([O:5][C:6](=[O:23])[CH2:7][C@@H:8]([OH:22])[CH2:9][C@H:10]([OH:21])[CH2:11][O:12][C:13](=[O:20])[C:14]1[CH:15]=[CH:16][CH:17]=[CH:18][CH:19]=1)([CH3:4])([CH3:2])[CH3:3]. Reactant: [C:1]([O:5][C:6](=[O:23])[CH2:7][C:8](=[O:22])[CH2:9][C@H:10]([OH:21])[CH2:11][O:12][C:13](=[O:20])[C:14]1[CH:19]=[CH:18][CH:17]=[CH:16][CH:15]=1)([CH3:4])([CH3:3])[CH3:2].[H][H]. (2) Reactant: [Cl:1][C:2]1[CH:3]=[C:4]2[C:9](=[CH:10][C:11]=1[O:12][C:13]1[CH:18]=[CH:17][C:16]([C:19](=[O:38])[NH:20][C:21]3[N:22]=[N:23][C:24]([C:27]4[CH:32]=[CH:31][C:30]([C:33]([F:36])([F:35])[F:34])=[CH:29][C:28]=4[Cl:37])=[CH:25][CH:26]=3)=[CH:15][CH:14]=1)[O:8][CH2:7][CH2:6][CH:5]2[C:39]([O:41]CC)=[O:40].[OH-].[Na+]. Product: [Cl:1][C:2]1[CH:3]=[C:4]2[C:9](=[CH:10][C:11]=1[O:12][C:13]1[CH:18]=[CH:17][C:16]([C:19](=[O:38])[NH:20][C:21]3[N:22]=[N:23][C:24]([C:27]4[CH:32]=[CH:31][C:30]([C:33]([F:36])([F:34])[F:35])=[CH:29][C:28]=4[Cl:37])=[CH:25][CH:26]=3)=[CH:15][CH:14]=1)[O:8][CH2:7][CH2:6][CH:5]2[C:39]([OH:41])=[O:40]. The catalyst class is: 242.